This data is from Catalyst prediction with 721,799 reactions and 888 catalyst types from USPTO. The task is: Predict which catalyst facilitates the given reaction. (1) Reactant: [F:1][CH2:2][C:3]1([CH2:14][F:15])[O:7][B:6]([OH:8])[C:5]2[CH:9]=[C:10]([CH3:13])[CH:11]=[CH:12][C:4]1=2.C1C(=O)N([Br:23])C(=O)C1. Product: [Br:23][CH2:13][C:10]1[CH:11]=[CH:12][C:4]2[C:3]([CH2:14][F:15])([CH2:2][F:1])[O:7][B:6]([OH:8])[C:5]=2[CH:9]=1. The catalyst class is: 53. (2) Reactant: [CH2:1]([O:3][C:4](=[O:13])[C:5]1[CH:10]=[C:9]([Cl:11])[C:8](Cl)=[N:7][CH:6]=1)[CH3:2].[CH3:14][C:15]([O-:18])(C)[CH3:16].[K+].[CH:20](O)(C)C. Product: [CH:1]([O:3][C:4](=[O:13])[C:5]1[CH:10]=[C:9]([Cl:11])[C:8]([O:18][CH:15]([CH3:16])[CH3:14])=[N:7][CH:6]=1)([CH3:20])[CH3:2]. The catalyst class is: 250. (3) Reactant: [C:1]([O:5][C:6](=[O:22])[NH:7][CH2:8][CH2:9][C:10]1[C:18]2[C:13](=[CH:14][C:15]([N+:19]([O-])=O)=[CH:16][CH:17]=2)[NH:12][CH:11]=1)([CH3:4])([CH3:3])[CH3:2]. The catalyst class is: 319. Product: [C:1]([O:5][C:6](=[O:22])[NH:7][CH2:8][CH2:9][C:10]1[C:18]2[C:13](=[CH:14][C:15]([NH2:19])=[CH:16][CH:17]=2)[NH:12][CH:11]=1)([CH3:4])([CH3:2])[CH3:3]. (4) Reactant: C([O:5][C:6]([C:8]1[C:9]([C:14]2[C:19]([F:20])=[C:18]([F:21])[CH:17]=[C:16]([C:22]([OH:24])=O)[CH:15]=2)=[CH:10][CH:11]=[CH:12][CH:13]=1)=[O:7])(C)(C)C.C([O:27][C:28](=[O:41])[C@H:29]([OH:40])[C@H:30]([NH2:39])[CH2:31][C:32]1[CH:37]=[CH:36][CH:35]=[CH:34][C:33]=1[Cl:38])C.CCN(C(C)C)C(C)C.CN(C(ON1N=NC2C=CC=NC1=2)=[N+](C)C)C.F[P-](F)(F)(F)(F)F. Product: [C:28]([C@H:29]([OH:40])[C@H:30]([NH:39][C:22]([C:16]1[CH:17]=[C:18]([F:21])[C:19]([F:20])=[C:14]([C:9]2[C:8]([C:6]([OH:5])=[O:7])=[CH:13][CH:12]=[CH:11][CH:10]=2)[CH:15]=1)=[O:24])[CH2:31][C:32]1[CH:37]=[CH:36][CH:35]=[CH:34][C:33]=1[Cl:38])([OH:41])=[O:27]. The catalyst class is: 2. (5) Reactant: [CH2:1]([NH:5][S:6]([C:9]1[CH:14]=[CH:13][C:12]([CH:15]=[C:16]2[CH2:21][CH2:20][N:19]([S:22]([CH3:25])(=[O:24])=[O:23])[CH2:18][CH2:17]2)=[CH:11][CH:10]=1)(=[O:8])=[O:7])[CH:2]([CH3:4])[CH3:3].[F:26][C:27]([F:37])([F:36])[C:28]1[CH:35]=[CH:34][CH:33]=[CH:32][C:29]=1[CH2:30]Br.C([O-])([O-])=O.[K+].[K+]. Product: [CH2:1]([N:5]([CH2:30][C:29]1[CH:32]=[CH:33][CH:34]=[CH:35][C:28]=1[C:27]([F:26])([F:36])[F:37])[S:6]([C:9]1[CH:10]=[CH:11][C:12]([CH:15]=[C:16]2[CH2:21][CH2:20][N:19]([S:22]([CH3:25])(=[O:23])=[O:24])[CH2:18][CH2:17]2)=[CH:13][CH:14]=1)(=[O:8])=[O:7])[CH:2]([CH3:3])[CH3:4]. The catalyst class is: 31. (6) Reactant: [CH3:1][O:2][C:3]([NH:5][C@@H:6]([CH:22]([CH3:24])[CH3:23])[C:7]([N:9]1[C@H:17]([C:18]([O:20]C)=[O:19])[CH2:16][C:11]2([O:15][CH2:14][CH2:13][O:12]2)[CH2:10]1)=[O:8])=[O:4].C(O)(C)(C)C.[Li+].[OH-].Cl. Product: [CH3:1][O:2][C:3]([NH:5][C@@H:6]([CH:22]([CH3:24])[CH3:23])[C:7]([N:9]1[C@H:17]([C:18]([OH:20])=[O:19])[CH2:16][C:11]2([O:15][CH2:14][CH2:13][O:12]2)[CH2:10]1)=[O:8])=[O:4]. The catalyst class is: 25.